This data is from NCI-60 drug combinations with 297,098 pairs across 59 cell lines. The task is: Regression. Given two drug SMILES strings and cell line genomic features, predict the synergy score measuring deviation from expected non-interaction effect. (1) Drug 1: CCCCC(=O)OCC(=O)C1(CC(C2=C(C1)C(=C3C(=C2O)C(=O)C4=C(C3=O)C=CC=C4OC)O)OC5CC(C(C(O5)C)O)NC(=O)C(F)(F)F)O. Drug 2: CC1C(C(CC(O1)OC2CC(CC3=C2C(=C4C(=C3O)C(=O)C5=C(C4=O)C(=CC=C5)OC)O)(C(=O)CO)O)N)O.Cl. Cell line: T-47D. Synergy scores: CSS=37.0, Synergy_ZIP=-2.01, Synergy_Bliss=-3.58, Synergy_Loewe=-2.72, Synergy_HSA=-1.70. (2) Drug 1: C1=C(C(=O)NC(=O)N1)F. Drug 2: CC1=C(C(=CC=C1)Cl)NC(=O)C2=CN=C(S2)NC3=CC(=NC(=N3)C)N4CCN(CC4)CCO. Cell line: HCT116. Synergy scores: CSS=47.2, Synergy_ZIP=3.58, Synergy_Bliss=-1.14, Synergy_Loewe=-8.53, Synergy_HSA=-3.54.